From a dataset of Full USPTO retrosynthesis dataset with 1.9M reactions from patents (1976-2016). Predict the reactants needed to synthesize the given product. (1) Given the product [CH:29]1[C:30]2[CH:18]([CH2:17][O:16][C:14]([NH:6][O:5][CH2:4][C:1]([OH:3])=[O:2])=[O:15])[C:19]3[C:24](=[CH:23][CH:22]=[CH:21][CH:20]=3)[C:25]=2[CH:26]=[CH:27][CH:28]=1, predict the reactants needed to synthesize it. The reactants are: [C:1]([CH2:4][O:5][NH2:6])([OH:3])=[O:2].C([O-])([O-])=O.[Na+].[Na+].Cl[C:14]([O:16][CH2:17][CH:18]1[C:30]2[CH:29]=[CH:28][CH:27]=[CH:26][C:25]=2[C:24]2[C:19]1=[CH:20][CH:21]=[CH:22][CH:23]=2)=[O:15]. (2) Given the product [CH:1]1([CH2:4][O:5][C:6]2[CH:11]=[C:10]([O:12][CH3:13])[CH:9]=[CH:8][C:7]=2[C:14]2[C:15]3[N:22]([CH2:23][O:24][CH2:25][CH2:26][Si:27]([CH3:29])([CH3:30])[CH3:28])[C:21]([CH3:31])=[C:20]([C:32]([NH:35][C@@H:36]4[CH2:41][CH2:40][C@H:39]([NH:42][C:43](=[O:49])[O:44][C:45]([CH3:47])([CH3:46])[CH3:48])[CH2:38][CH2:37]4)=[O:33])[C:16]=3[N:17]=[CH:18][N:19]=2)[CH2:3][CH2:2]1, predict the reactants needed to synthesize it. The reactants are: [CH:1]1([CH2:4][O:5][C:6]2[CH:11]=[C:10]([O:12][CH3:13])[CH:9]=[CH:8][C:7]=2[C:14]2[C:15]3[N:22]([CH2:23][O:24][CH2:25][CH2:26][Si:27]([CH3:30])([CH3:29])[CH3:28])[C:21]([CH3:31])=[C:20]([C:32](O)=[O:33])[C:16]=3[N:17]=[CH:18][N:19]=2)[CH2:3][CH2:2]1.[NH2:35][C@@H:36]1[CH2:41][CH2:40][C@H:39]([NH:42][C:43](=[O:49])[O:44][C:45]([CH3:48])([CH3:47])[CH3:46])[CH2:38][CH2:37]1. (3) Given the product [CH:1]([C:3]1[CH:4]=[CH:5][C:6]([OH:12])=[C:7]([CH:11]=1)[C:8]([O:10][CH3:18])=[O:9])=[O:2], predict the reactants needed to synthesize it. The reactants are: [CH:1]([C:3]1[CH:4]=[CH:5][C:6]([OH:12])=[C:7]([CH:11]=1)[C:8]([OH:10])=[O:9])=[O:2].OS(O)(=O)=O.[CH2:18](Cl)Cl.O.